From a dataset of Forward reaction prediction with 1.9M reactions from USPTO patents (1976-2016). Predict the product of the given reaction. (1) Given the reactants Br[C:2]1[CH:3]=[C:4]([C:9]2[O:10][C:11]([C:14]3[CH:19]=[CH:18][C:17]([O:20][CH2:21][CH2:22][CH2:23][CH2:24][CH2:25][CH2:26][CH2:27][CH3:28])=[CH:16][CH:15]=3)=[N:12][N:13]=2)[CH:5]=[C:6](Br)[CH:7]=1.C1(P(C2C=CC=CC=2)C2C=CC=CC=2)C=CC=CC=1.[CH3:48][Si:49]([C:52]#[CH:53])([CH3:51])[CH3:50], predict the reaction product. The product is: [CH3:48][Si:49]([CH3:51])([CH3:50])[C:52]1[C:3]([C:2]#[CH:7])=[C:4]([C:9]2[O:10][C:11]([C:14]3[CH:19]=[CH:18][C:17]([O:20][CH2:21][CH2:22][CH2:23][CH2:24][CH2:25][CH2:26][CH2:27][CH3:28])=[CH:16][CH:15]=3)=[N:12][N:13]=2)[CH:5]=[C:6]([Si:49]([CH3:51])([CH3:50])[CH3:48])[CH:53]=1. (2) Given the reactants Br[C:2]1[C:11]([CH3:12])=[C:10]([C:13]([NH:15][N:16]([C:21]2[CH:26]=[CH:25][CH:24]=[CH:23][CH:22]=2)[C:17]([O:19][CH3:20])=[O:18])=[O:14])[C:9]2[C:4](=[CH:5][CH:6]=[CH:7][CH:8]=2)[N:3]=1.[NH:27]1[CH2:31][CH2:30][CH2:29][CH2:28]1, predict the reaction product. The product is: [CH3:12][C:11]1[C:2]([N:27]2[CH2:31][CH2:30][CH2:29][CH2:28]2)=[N:3][C:4]2[C:9]([C:10]=1[C:13]([NH:15][N:16]([C:21]1[CH:26]=[CH:25][CH:24]=[CH:23][CH:22]=1)[C:17]([O:19][CH3:20])=[O:18])=[O:14])=[CH:8][CH:7]=[CH:6][CH:5]=2. (3) Given the reactants [NH2:1][C@@H:2]1[CH2:8][CH2:7][CH2:6][N:5]([C:9]2[N:13]([CH3:14])[N:12]=[CH:11][C:10]=2[NH:15][C:16]([C:18]2[N:19]=[C:20]([C:31]3[C:36]([F:37])=[CH:35][CH:34]=[CH:33][C:32]=3[F:38])[S:21][C:22]=2[NH:23][C:24](=[O:30])[O:25][C:26]([CH3:29])([CH3:28])[CH3:27])=[O:17])[CH2:4][CH2:3]1.FC(F)(F)S(O[CH2:45][C:46]([F:49])([F:48])[F:47])(=O)=O.C(N(CC)C(C)C)(C)C, predict the reaction product. The product is: [F:38][C:32]1[CH:33]=[CH:34][CH:35]=[C:36]([F:37])[C:31]=1[C:20]1[S:21][C:22]([NH:23][C:24](=[O:30])[O:25][C:26]([CH3:29])([CH3:28])[CH3:27])=[C:18]([C:16](=[O:17])[NH:15][C:10]2[CH:11]=[N:12][N:13]([CH3:14])[C:9]=2[N:5]2[CH2:6][CH2:7][CH2:8][C@@H:2]([NH:1][CH2:45][C:46]([F:49])([F:48])[F:47])[CH2:3][CH2:4]2)[N:19]=1. (4) Given the reactants [Cl:1][C:2]1[CH:3]=[C:4]([N:9]2[C:13](=[O:14])[C@@:12]3([C@H:18]([C:19]4[CH:24]=[CH:23][C:22]([C:25]5[CH:26]=[N:27][CH:28]=[N:29][CH:30]=5)=[CH:21][CH:20]=4)[CH2:17][NH:16][CH2:15]3)[N:11]([CH3:31])[C:10]2=[O:32])[CH:5]=[C:6]([Cl:8])[CH:7]=1.I[CH:34]([CH3:36])[CH3:35].C([O-])([O-])=O.[K+].[K+], predict the reaction product. The product is: [Cl:1][C:2]1[CH:3]=[C:4]([N:9]2[C:13](=[O:14])[C@@:12]3([C@H:18]([C:19]4[CH:20]=[CH:21][C:22]([C:25]5[CH:30]=[N:29][CH:28]=[N:27][CH:26]=5)=[CH:23][CH:24]=4)[CH2:17][N:16]([CH:34]([CH3:36])[CH3:35])[CH2:15]3)[N:11]([CH3:31])[C:10]2=[O:32])[CH:5]=[C:6]([Cl:8])[CH:7]=1. (5) Given the reactants Cl[C:2]1[N:3]=[CH:4][C:5]2[N:11]([CH3:12])[C:10](=[O:13])[C:9]3([CH2:15][CH2:14]3)[CH2:8][N:7]([CH:16]3[CH2:20][CH2:19][CH2:18][CH2:17]3)[C:6]=2[N:21]=1.[NH2:22][C:23]1[CH:31]=[CH:30][C:26]([C:27]([OH:29])=[O:28])=[CH:25][C:24]=1[O:32][CH3:33].C(O)(C(F)(F)F)=O, predict the reaction product. The product is: [CH:16]1([N:7]2[CH2:8][C:9]3([CH2:15][CH2:14]3)[C:10](=[O:13])[N:11]([CH3:12])[C:5]3[CH:4]=[N:3][C:2]([NH:22][C:23]4[CH:31]=[CH:30][C:26]([C:27]([OH:29])=[O:28])=[CH:25][C:24]=4[O:32][CH3:33])=[N:21][C:6]2=3)[CH2:20][CH2:19][CH2:18][CH2:17]1.